Dataset: Peptide-MHC class II binding affinity with 134,281 pairs from IEDB. Task: Regression. Given a peptide amino acid sequence and an MHC pseudo amino acid sequence, predict their binding affinity value. This is MHC class II binding data. (1) The peptide sequence is LLSYVIGLLPQGSVI. The MHC is DRB1_0701 with pseudo-sequence DRB1_0701. The binding affinity (normalized) is 0.619. (2) The peptide sequence is IDIWTYNAELLVLLENERTDFHDS. The MHC is DRB1_0701 with pseudo-sequence DRB1_0701. The binding affinity (normalized) is 0.313.